This data is from Full USPTO retrosynthesis dataset with 1.9M reactions from patents (1976-2016). The task is: Predict the reactants needed to synthesize the given product. (1) The reactants are: Cl[C:2]1[C:11]2[C:6](=[CH:7][CH:8]=[CH:9][CH:10]=2)[C:5]([NH:12][C:13]2[CH:18]=[CH:17][C:16]([S:19][C:20]3[C:29]4[C:24](=[CH:25][C:26]([O:30][CH3:31])=[CH:27][N:28]=4)[N:23]=[CH:22][CH:21]=3)=[CH:15][CH:14]=2)=[N:4][N:3]=1.[CH3:32][O:33][CH:34]1[CH2:39][CH2:38][NH:37][CH2:36][CH2:35]1. Given the product [CH3:31][O:30][C:26]1[CH:25]=[C:24]2[C:29]([C:20]([S:19][C:16]3[CH:17]=[CH:18][C:13]([NH:12][C:5]4[C:6]5[C:11](=[CH:10][CH:9]=[CH:8][CH:7]=5)[C:2]([N:37]5[CH2:38][CH2:39][CH:34]([O:33][CH3:32])[CH2:35][CH2:36]5)=[N:3][N:4]=4)=[CH:14][CH:15]=3)=[CH:21][CH:22]=[N:23]2)=[N:28][CH:27]=1, predict the reactants needed to synthesize it. (2) Given the product [ClH:11].[Cl:11][C:8]1[CH:7]=[C:3]([C:4]([NH2:6])=[O:5])[C:2](=[NH:1])[N:10]([CH2:13][C:14]2[O:15][C:16]([C:19]([F:22])([F:21])[F:20])=[CH:17][CH:18]=2)[CH:9]=1, predict the reactants needed to synthesize it. The reactants are: [NH2:1][C:2]1[N:10]=[CH:9][C:8]([Cl:11])=[CH:7][C:3]=1[C:4]([NH2:6])=[O:5].Br[CH2:13][C:14]1[O:15][C:16]([C:19]([F:22])([F:21])[F:20])=[CH:17][CH:18]=1.Cl.CO. (3) Given the product [Cl:2][CH2:3][C:4]1[N:5]=[C:6]([C:10]2[CH:15]=[CH:14][CH:13]=[C:12]([O:16][CH3:17])[CH:11]=2)[O:7][C:8]=1[CH3:9], predict the reactants needed to synthesize it. The reactants are: Cl.[Cl:2][CH2:3][C:4]1[N:5]=[C:6]([C:10]2[CH:15]=[CH:14][CH:13]=[C:12]([O:16][CH3:17])[CH:11]=2)[O:7][C:8]=1[CH3:9].[OH-].[Na+]. (4) Given the product [OH:14][CH:13]([C:15]1([C:19]([F:22])([F:21])[F:20])[CH2:16][CH2:17][CH2:18]1)[C:11]1[N:10]=[C:9]([CH2:23][CH2:24][C:25]2[CH:30]=[CH:29][C:28]([C:31]3[CH:36]=[CH:35][CH:34]=[CH:33][N:32]=3)=[CH:27][CH:26]=2)[N:8]([S:5]([N:4]([CH3:3])[CH3:37])(=[O:7])=[O:6])[CH:12]=1, predict the reactants needed to synthesize it. The reactants are: [BH4-].[Na+].[CH3:3][N:4]([CH3:37])[S:5]([N:8]1[CH:12]=[C:11]([C:13]([C:15]2([C:19]([F:22])([F:21])[F:20])[CH2:18][CH2:17][CH2:16]2)=[O:14])[N:10]=[C:9]1[CH2:23][CH2:24][C:25]1[CH:30]=[CH:29][C:28]([C:31]2[CH:36]=[CH:35][CH:34]=[CH:33][N:32]=2)=[CH:27][CH:26]=1)(=[O:7])=[O:6].C(OCC)(=O)C.CCCCCC. (5) Given the product [F:38][C:37]1[C:28]([C:11]([C:13]2[C:14]([F:23])=[C:15]([F:22])[C:16]([F:21])=[C:17]([F:20])[C:18]=2[F:19])([C:28]2[C:37]([F:38])=[C:35]([F:36])[C:33]([F:34])=[C:31]([F:32])[C:29]=2[F:30])[CH2:10][O:9][SiH3:8])=[C:29]([F:30])[C:31]([F:32])=[C:33]([F:34])[C:35]=1[F:36].[Si:8]([O:9][CH2:10][CH3:11])([C:28]1[C:29]([F:30])=[C:31]([F:32])[C:33]([F:34])=[C:35]([F:36])[C:37]=1[F:38])([C:13]1[C:18]([F:19])=[C:17]([F:20])[C:16]([F:21])=[C:15]([F:22])[C:14]=1[F:23])[C:7]1[C:6]([F:24])=[C:5]([F:25])[C:4]([F:26])=[C:3]([F:27])[C:2]=1[F:1], predict the reactants needed to synthesize it. The reactants are: [F:1][C:2]1[C:7]([SiH:8]([C:13]2[C:18]([F:19])=[C:17]([F:20])[C:16]([F:21])=[C:15]([F:22])[C:14]=2[F:23])[O:9][CH2:10][CH2:11]Cl)=[C:6]([F:24])[C:5]([F:25])=[C:4]([F:26])[C:3]=1[F:27].[C:28]1([Li])[C:37]([F:38])=[C:35]([F:36])[C:33]([F:34])=[C:31]([F:32])[C:29]=1[F:30]. (6) Given the product [CH2:22]([O:21][C:19](=[O:20])[CH2:18][N:13]1[C:14]2[CH:1]=[CH:2][CH:3]=[CH:4][C:5]=2[O:6][C:7]2[C:12]1=[CH:11][CH:10]=[CH:9][CH:8]=2)[CH3:23], predict the reactants needed to synthesize it. The reactants are: [CH:1]1[C:14]2[NH:13][C:12]3[C:7](=[CH:8][CH:9]=[CH:10][CH:11]=3)[O:6][C:5]=2[CH:4]=[CH:3][CH:2]=1.[H-].[Na+].Br[CH2:18][C:19]([O:21][CH2:22][CH3:23])=[O:20].O.